This data is from Reaction yield outcomes from USPTO patents with 853,638 reactions. The task is: Predict the reaction yield, written as a fraction of the theoretical maximum amount of product (1.0 means a 100% yield; for example, 0.34 means a 34% yield). (1) The reactants are [OH:1][CH2:2][CH2:3][N:4]([C:8]1[CH:13]=[CH:12][C:11]([N+:14]([O-])=O)=[CH:10][CH:9]=1)[CH2:5][CH2:6][OH:7].O.O.[Sn](Cl)[Cl:20].N. The catalyst is Cl. The product is [ClH:20].[ClH:20].[OH:1][CH2:2][CH2:3][N:4]([CH2:5][CH2:6][OH:7])[C:8]1[CH:13]=[CH:12][C:11]([NH2:14])=[CH:10][CH:9]=1. The yield is 0.370. (2) The reactants are [C:1]([C:4]1[CH:5]=[C:6]([CH:9]=[CH:10][N:11]=1)[C:7]#[N:8])(=[O:3])[CH3:2].[CH3:12][Mg]Br.[Cl-].[NH4+]. The catalyst is O1CCCC1.C1(C)C=CC=CC=1.O1CCCC1. The product is [OH:3][C:1]([C:4]1[CH:5]=[C:6]([CH:9]=[CH:10][N:11]=1)[C:7]#[N:8])([CH3:12])[CH3:2]. The yield is 0.443. (3) The reactants are [CH2:1]([N:8]1[C:16]2[C:15](=[O:17])[N:14]([CH2:18][CH2:19][CH2:20][O:21][Si](C(C)(C)C)(C)C)[C:13](=[O:29])[N:12]([CH3:30])[C:11]=2[N:10]=[C:9]1[C:31]1[CH:36]=[CH:35][C:34]([Cl:37])=[C:33]([Cl:38])[CH:32]=1)[C:2]1[CH:7]=[CH:6][CH:5]=[CH:4][CH:3]=1.Cl. The catalyst is C(O)C.O.C(OCC)C. The product is [CH2:1]([N:8]1[C:16]2[C:15](=[O:17])[N:14]([CH2:18][CH2:19][CH2:20][OH:21])[C:13](=[O:29])[N:12]([CH3:30])[C:11]=2[N:10]=[C:9]1[C:31]1[CH:36]=[CH:35][C:34]([Cl:37])=[C:33]([Cl:38])[CH:32]=1)[C:2]1[CH:7]=[CH:6][CH:5]=[CH:4][CH:3]=1. The yield is 0.710. (4) The reactants are [Cl:1][C:2]1[CH:3]=[C:4]([CH3:24])[C:5]2[NH:6][C:7](=[O:23])[C:8]3[CH:19]=[C:18]([CH2:20][CH:21]=C)[CH:17]=[N:16][C:9]=3[N:10]([CH:13]3[CH2:15][CH2:14]3)[C:11]=2[N:12]=1.[O:25]=[O+][O-].[BH4-].[Na+]. The catalyst is C(Cl)Cl.CO. The product is [Cl:1][C:2]1[CH:3]=[C:4]([CH3:24])[C:5]2[NH:6][C:7](=[O:23])[C:8]3[CH:19]=[C:18]([CH2:20][CH2:21][OH:25])[CH:17]=[N:16][C:9]=3[N:10]([CH:13]3[CH2:14][CH2:15]3)[C:11]=2[N:12]=1. The yield is 0.600. (5) The reactants are Br[C:2]1[CH:3]=[CH:4][C:5]([O:12][CH2:13][CH2:14][CH3:15])=[C:6]2[C:11]=1[CH:10]=[N:9][CH:8]=[CH:7]2.[Li]CCCC.[CH:21](OC)=[O:22].[NH4+].[Cl-]. The catalyst is C1COCC1.O. The product is [CH2:13]([O:12][C:5]1[CH:4]=[CH:3][C:2]([CH:21]=[O:22])=[C:11]2[C:6]=1[CH:7]=[CH:8][N:9]=[CH:10]2)[CH2:14][CH3:15]. The yield is 0.360. (6) The reactants are [CH3:1][C:2]1[N:6]([CH2:7][C:8]([F:11])([F:10])[F:9])[N:5]=[C:4]([C:12]2[CH:17]=[CH:16][CH:15]=[CH:14][CH:13]=2)[C:3]=1[N:18]=O.Cl. The catalyst is CCO.CO.[Zn]. The product is [CH3:1][C:2]1[N:6]([CH2:7][C:8]([F:11])([F:10])[F:9])[N:5]=[C:4]([C:12]2[CH:17]=[CH:16][CH:15]=[CH:14][CH:13]=2)[C:3]=1[NH2:18]. The yield is 0.994. (7) The reactants are [F-:1].[K+].[C:3]([C:25]([F:27])=[O:26])([C:6]([C:9]([C:12]([C:15]([C:18]([C:21]([F:24])([F:23])[F:22])([F:20])[F:19])([F:17])[F:16])([F:14])[F:13])([F:11])[F:10])([F:8])[F:7])([F:5])[F:4].S(OC)(O[CH3:32])(=O)=O. The catalyst is CN(C)C=O. The product is [C:25]([O:26][CH3:32])([C:3]([C:6]([C:9]([C:12]([C:15]([C:18]([C:21]([F:22])([F:23])[F:24])([F:19])[F:20])([F:17])[F:16])([F:14])[F:13])([F:11])[F:10])([F:8])[F:7])([F:5])[F:4])([F:27])[F:1]. The yield is 0.997.